Task: Predict the reactants needed to synthesize the given product.. Dataset: Full USPTO retrosynthesis dataset with 1.9M reactions from patents (1976-2016) (1) Given the product [F:1][C:2]1[CH:3]=[CH:4][C:5]([C:8]#[C:9][C:10]([OH:12])=[O:11])=[CH:6][CH:7]=1, predict the reactants needed to synthesize it. The reactants are: [F:1][C:2]1[CH:7]=[CH:6][C:5]([C:8]#[C:9][C:10]([O:12]C)=[O:11])=[CH:4][CH:3]=1.[Li+].[OH-].Cl. (2) Given the product [C:12]([O:11][C:9](=[O:10])[NH:16][CH2:17][CH2:18][C:19]1[CH:25]=[CH:24][CH:23]=[C:21]([NH2:22])[CH:20]=1)([CH3:13])([CH3:14])[CH3:15], predict the reactants needed to synthesize it. The reactants are: [C:12]([O:11][C:9](O[C:9]([O:11][C:12]([CH3:15])([CH3:14])[CH3:13])=[O:10])=[O:10])([CH3:15])([CH3:14])[CH3:13].[NH2:16][CH2:17][CH2:18][C:19]1[CH:20]=[C:21]([CH:23]=[CH:24][CH:25]=1)[NH2:22]. (3) The reactants are: [CH3:1][N:2]1[C:6]2[CH:7]=[CH:8][C:9]([C:11]([OH:13])=O)=[CH:10][C:5]=2[N:4]=[C:3]1[NH:14][C:15]1[S:16][C:17]2[CH:23]=[C:22]([O:24][C:25]([F:28])([F:27])[F:26])[CH:21]=[CH:20][C:18]=2[N:19]=1.[F:29][C:30]([F:34])([F:33])[CH2:31][NH2:32].CN(C(ON1N=NC2C=CC=CC1=2)=[N+](C)C)C.F[P-](F)(F)(F)(F)F.CCN(C(C)C)C(C)C. Given the product [F:29][C:30]([F:34])([F:33])[CH2:31][NH:32][C:11]([C:9]1[CH:8]=[CH:7][C:6]2[N:2]([CH3:1])[C:3]([NH:14][C:15]3[S:16][C:17]4[CH:23]=[C:22]([O:24][C:25]([F:27])([F:28])[F:26])[CH:21]=[CH:20][C:18]=4[N:19]=3)=[N:4][C:5]=2[CH:10]=1)=[O:13], predict the reactants needed to synthesize it. (4) Given the product [NH2:1][C:2]1[C:3]([Br:10])=[CH:4][C:5]([Cl:9])=[C:6]([OH:8])[CH:7]=1, predict the reactants needed to synthesize it. The reactants are: [NH2:1][C:2]1[CH:3]=[CH:4][C:5]([Cl:9])=[C:6]([OH:8])[CH:7]=1.[Br-:10].[Br-].[Br-].C([N+](CCCC)(CCCC)CCCC)CCC.C([N+](CCCC)(CCCC)CCCC)CCC.C([N+](CCCC)(CCCC)CCCC)CCC.